Dataset: Reaction yield outcomes from USPTO patents with 853,638 reactions. Task: Predict the reaction yield, written as a fraction of the theoretical maximum amount of product (1.0 means a 100% yield; for example, 0.34 means a 34% yield). (1) The reactants are C[O:2][C:3]1[CH:4]=[C:5]([C:9]2[C:14]3[S:15][CH:16]=[C:17]([C:18]4[NH:22][N:21]=[C:20]([NH:23][C:24]5[CH:29]=[CH:28][C:27]([S:30]([NH2:33])(=[O:32])=[O:31])=[CH:26][CH:25]=5)[CH:19]=4)[C:13]=3[CH:12]=[CH:11][CH:10]=2)[CH:6]=[CH:7][CH:8]=1.[Cl-].[NH+]1C=CC=CC=1. No catalyst specified. The product is [OH:2][C:3]1[CH:4]=[C:5]([C:9]2[C:14]3[S:15][CH:16]=[C:17]([C:18]4[NH:22][N:21]=[C:20]([NH:23][C:24]5[CH:29]=[CH:28][C:27]([S:30]([NH2:33])(=[O:32])=[O:31])=[CH:26][CH:25]=5)[CH:19]=4)[C:13]=3[CH:12]=[CH:11][CH:10]=2)[CH:6]=[CH:7][CH:8]=1. The yield is 0.680. (2) The reactants are [NH2:1][C:2]1[C:7]([O:8][C:9]2[CH:14]=[CH:13][C:12]([F:15])=[CH:11][C:10]=2[F:16])=[CH:6][C:5](Br)=[CH:4][N:3]=1.[CH:18]1(OB(O)O)[CH2:20][CH2:19]1.C(=O)([O-])[O-].[Na+].[Na+].[Cl-].[NH4+]. The yield is 0.700. The product is [NH2:1][C:2]1[C:7]([O:8][C:9]2[CH:14]=[CH:13][C:12]([F:15])=[CH:11][C:10]=2[F:16])=[CH:6][C:5]([CH:18]2[CH2:20][CH2:19]2)=[CH:4][N:3]=1. The catalyst is C1(C)C=CC=CC=1.O.C1C=CC([P]([Pd]([P](C2C=CC=CC=2)(C2C=CC=CC=2)C2C=CC=CC=2)([P](C2C=CC=CC=2)(C2C=CC=CC=2)C2C=CC=CC=2)[P](C2C=CC=CC=2)(C2C=CC=CC=2)C2C=CC=CC=2)(C2C=CC=CC=2)C2C=CC=CC=2)=CC=1.C(OCC)(=O)C. (3) The reactants are [CH3:1][C:2]1[CH:15]=[C:14]([N+:16]([O-:18])=[O:17])[CH:13]=[CH:12][C:3]=1[O:4][C:5]1[CH:10]=[CH:9][N:8]=[C:7]([NH2:11])[CH:6]=1.C(N(CC)CC)C.Cl[C:27](OC1C=CC=CC=1)=[O:28].[NH:36]1[CH2:41][CH2:40][O:39][CH2:38][CH2:37]1. The catalyst is O1CCCC1.CN(C)C=O. The product is [CH3:1][C:2]1[CH:15]=[C:14]([N+:16]([O-:18])=[O:17])[CH:13]=[CH:12][C:3]=1[O:4][C:5]1[CH:10]=[CH:9][N:8]=[C:7]([NH:11][C:27]([N:36]2[CH2:41][CH2:40][O:39][CH2:38][CH2:37]2)=[O:28])[CH:6]=1. The yield is 0.528. (4) The reactants are [F:1][C:2]1[CH:3]=[C:4]([C@@H:8]2[N:12]([C:13]([O:15][C:16]([CH3:19])([CH3:18])[CH3:17])=[O:14])[C@H:11]([C:20]([O:22][CH2:23][CH3:24])=[O:21])[CH2:10][CH2:9]2)[CH:5]=[N:6][CH:7]=1.[CH3:25][Si]([N-][Si](C)(C)C)(C)C.[K+].C1(C)C=CC=CC=1.CI.[Na+].[Cl-]. The catalyst is C1COCC1. The product is [F:1][C:2]1[CH:3]=[C:4]([C@@H:8]2[N:12]([C:13]([O:15][C:16]([CH3:17])([CH3:18])[CH3:19])=[O:14])[C@:11]([CH3:25])([C:20]([O:22][CH2:23][CH3:24])=[O:21])[CH2:10][CH2:9]2)[CH:5]=[N:6][CH:7]=1. The yield is 0.980. (5) The reactants are C([O:3][C:4]([C:6]1[CH:7]=[C:8]2[C:13](=[CH:14][CH:15]=1)[NH:12][CH:11]([C:16]1[CH:21]=[CH:20][CH:19]=[C:18]([N:22]3[C:26]([CH2:27][C:28]4[CH:33]=[CH:32][CH:31]=[CH:30][CH:29]=4)=[N:25][N:24]=[N:23]3)[CH:17]=1)[C:10]([CH3:35])([CH3:34])[CH2:9]2)=[O:5])C.[OH-].[Na+].Cl. The catalyst is CO.O1CCCC1.O. The product is [CH2:27]([C:26]1[N:22]([C:18]2[CH:17]=[C:16]([CH:11]3[C:10]([CH3:35])([CH3:34])[CH2:9][C:8]4[C:13](=[CH:14][CH:15]=[C:6]([C:4]([OH:5])=[O:3])[CH:7]=4)[NH:12]3)[CH:21]=[CH:20][CH:19]=2)[N:23]=[N:24][N:25]=1)[C:28]1[CH:29]=[CH:30][CH:31]=[CH:32][CH:33]=1. The yield is 0.900. (6) The reactants are [C:1]([O:5][C:6]([N:8]1[CH2:13][CH2:12][CH:11]([O:14][C:15]2[C:20]([C:21](=[O:23])[NH2:22])=[CH:19][C:18]([N+:24]([O-])=O)=[C:17]([CH3:27])[CH:16]=2)[CH2:10][CH2:9]1)=[O:7])([CH3:4])([CH3:3])[CH3:2]. The catalyst is CO.[Pd]. The product is [C:1]([O:5][C:6]([N:8]1[CH2:13][CH2:12][CH:11]([O:14][C:15]2[C:20]([C:21](=[O:23])[NH2:22])=[CH:19][C:18]([NH2:24])=[C:17]([CH3:27])[CH:16]=2)[CH2:10][CH2:9]1)=[O:7])([CH3:4])([CH3:3])[CH3:2]. The yield is 0.930. (7) The reactants are [CH2:1]([O:5][C:6]1[CH:7]=[C:8]([CH:12]([C:21]([O:23][C:24]([CH3:27])([CH3:26])[CH3:25])=[O:22])[CH2:13][NH:14][CH2:15][C:16]([N:18]([CH3:20])[CH3:19])=O)[CH:9]=[CH:10][CH:11]=1)[CH2:2][CH2:3][CH3:4].COC1C=CC(P2(SP(C3C=CC(OC)=CC=3)(=S)S2)=[S:37])=CC=1. The catalyst is C1(C)C=CC=CC=1. The product is [CH2:1]([O:5][C:6]1[CH:7]=[C:8]([CH:12]([C:21]([O:23][C:24]([CH3:27])([CH3:26])[CH3:25])=[O:22])[CH2:13][NH:14][CH2:15][C:16]([N:18]([CH3:20])[CH3:19])=[S:37])[CH:9]=[CH:10][CH:11]=1)[CH2:2][CH2:3][CH3:4]. The yield is 0.280. (8) The reactants are [F:1][C:2]1[CH:3]=[C:4]([C@@H:8]2[NH:12][C@H:11]([C:13]([O:15][CH2:16][CH3:17])=[O:14])[CH2:10][CH2:9]2)[CH:5]=[N:6][CH:7]=1.[C:18](O[C:18]([O:20][C:21]([CH3:24])([CH3:23])[CH3:22])=[O:19])([O:20][C:21]([CH3:24])([CH3:23])[CH3:22])=[O:19]. The catalyst is CN(C1C=CN=CC=1)C.C(Cl)Cl. The product is [F:1][C:2]1[CH:3]=[C:4]([C@@H:8]2[N:12]([C:18]([O:20][C:21]([CH3:24])([CH3:23])[CH3:22])=[O:19])[C@H:11]([C:13]([O:15][CH2:16][CH3:17])=[O:14])[CH2:10][CH2:9]2)[CH:5]=[N:6][CH:7]=1. The yield is 0.960.